From a dataset of Forward reaction prediction with 1.9M reactions from USPTO patents (1976-2016). Predict the product of the given reaction. The product is: [CH2:1]([C:7]1[C:16]2[C:11](=[CH:12][CH:13]=[CH:14][CH:15]=2)[CH:10]=[CH:9][C:8]=1[C:17]([OH:19])=[O:18])[CH2:2][CH2:3][CH3:4].[F:6][C:7]1[C:16]2[C:11](=[CH:12][CH:13]=[CH:14][CH:15]=2)[CH:10]=[CH:9][C:8]=1[C:17]([OH:19])=[O:18].[CH3:20][O:21][C:22]1[C:31]2[C:26](=[CH:27][CH:28]=[CH:29][CH:30]=2)[CH:25]=[CH:24][C:23]=1[C:32]([OH:34])=[O:33]. Given the reactants [CH2:1]([Li])[CH2:2][CH2:3][CH3:4].[F:6][C:7]1[C:16]2[C:11](=[CH:12][CH:13]=[CH:14][CH:15]=2)[CH:10]=[CH:9][C:8]=1[C:17]([OH:19])=[O:18].[CH3:20][O:21][C:22]1[C:31]2[C:26](=[CH:27][CH:28]=[CH:29][CH:30]=2)[CH:25]=[CH:24][C:23]=1[C:32]([OH:34])=[O:33].Cl, predict the reaction product.